From a dataset of Retrosynthesis with 50K atom-mapped reactions and 10 reaction types from USPTO. Predict the reactants needed to synthesize the given product. Given the product CC(=O)Nc1cccc(N(CCC(C)C)C(=O)Nc2ncc(SCC(=O)O)s2)c1, predict the reactants needed to synthesize it. The reactants are: CCOC(=O)CSc1cnc(NC(=O)N(CCC(C)C)c2cccc(NC(C)=O)c2)s1.